From a dataset of Full USPTO retrosynthesis dataset with 1.9M reactions from patents (1976-2016). Predict the reactants needed to synthesize the given product. (1) Given the product [Cl:1][C:2]1[CH:7]=[CH:6][CH:5]=[C:4]([Cl:8])[C:3]=1[C:9]#[C:10][CH3:15], predict the reactants needed to synthesize it. The reactants are: [Cl:1][C:2]1[CH:7]=[CH:6][CH:5]=[C:4]([Cl:8])[C:3]=1[C:9]#[C:10][Si](C)(C)C.[CH3:15]C(C)([O-])C.[K+].IC. (2) Given the product [C:27]1([C:7]2([C:1]3[CH:6]=[CH:5][CH:4]=[CH:3][CH:2]=3)[CH2:15][C:14]3[NH:13][N:12]=[C:11]([NH2:26])[C:10]=3[CH:9]=[CH:8]2)[CH:28]=[CH:29][CH:30]=[CH:31][CH:32]=1, predict the reactants needed to synthesize it. The reactants are: [C:1]1([C:7]2([C:27]3[CH:32]=[CH:31][CH:30]=[CH:29][CH:28]=3)[CH2:15][C:14]3[N:13](S(C4C=CC(C)=CC=4)(=O)=O)[N:12]=[C:11]([NH2:26])[C:10]=3[CH:9]=[CH:8]2)[CH:6]=[CH:5][CH:4]=[CH:3][CH:2]=1.[OH-].[Na+].O1CCOCC1. (3) The reactants are: CCN=C=NCCCN(C)C.[C:12]([C:16]1[CH:17]=[C:18]([NH:22][C:23](=[O:36])[C:24]2[CH:29]=[CH:28][C:27]([N:30]3[CH2:35][CH2:34][NH:33][CH2:32][CH2:31]3)=[N:26][CH:25]=2)[CH:19]=[CH:20][CH:21]=1)([CH3:15])([CH3:14])[CH3:13].[OH:37][C:38]1[CH:42]=[C:41]([CH2:43][CH2:44][C:45](O)=[O:46])[O:40][N:39]=1.COC(C1CCC(C(N2CCN(C3C=CC(C(=O)NC4C=CC=C(C(C)(C)C)C=4)=CN=3)CC2)=O)CC1)=O. Given the product [C:12]([C:16]1[CH:17]=[C:18]([NH:22][C:23](=[O:36])[C:24]2[CH:29]=[CH:28][C:27]([N:30]3[CH2:35][CH2:34][N:33]([C:45](=[O:46])[CH2:44][CH2:43][C:41]4[O:40][N:39]=[C:38]([OH:37])[CH:42]=4)[CH2:32][CH2:31]3)=[N:26][CH:25]=2)[CH:19]=[CH:20][CH:21]=1)([CH3:15])([CH3:13])[CH3:14], predict the reactants needed to synthesize it. (4) Given the product [CH3:9][O:10][C:11]1[CH:16]=[CH:15][C:14]([C:17](=[O:19])[CH2:18][C:3](=[O:5])[CH3:4])=[CH:13][CH:12]=1, predict the reactants needed to synthesize it. The reactants are: [H-].[Na+].[C:3](OCC)(=[O:5])[CH3:4].[CH3:9][O:10][C:11]1[CH:16]=[CH:15][C:14]([C:17](=[O:19])[CH3:18])=[CH:13][CH:12]=1.Cl. (5) Given the product [CH3:40][C:38]([Si:41]([CH3:54])([CH3:53])[O:42][CH2:43][C:44]1[CH:45]=[C:46]([C:27]2[CH:35]=[CH:34][CH:33]=[C:29]([C:30]([NH2:32])=[O:31])[C:28]=2[F:36])[CH:47]=[CH:48][CH:49]=1)([CH3:37])[CH3:39], predict the reactants needed to synthesize it. The reactants are: C1C=CC(P(C2C=CC=CC=2)C2C=CC=CC=2)=CC=1.C([O-])([O-])=O.[K+].[K+].Br[C:27]1[C:28]([F:36])=[C:29]([CH:33]=[CH:34][CH:35]=1)[C:30]([NH2:32])=[O:31].[CH3:37][C:38]([Si:41]([CH3:54])([CH3:53])[O:42][CH2:43][C:44]1[CH:45]=[C:46](B(O)O)[CH:47]=[CH:48][CH:49]=1)([CH3:40])[CH3:39]. (6) Given the product [OH:32][CH2:31][CH2:33][NH:34][C:4]([C:6]1[C:7]2[S:15][CH:14]=[C:13]([CH2:16][O:17][C:18]3[CH:23]=[CH:22][CH:21]=[C:20]([O:24][C:25]4[CH:26]=[CH:27][CH:28]=[CH:29][CH:30]=4)[CH:19]=3)[C:8]=2[C:9]([NH2:12])=[N:10][CH:11]=1)=[O:5], predict the reactants needed to synthesize it. The reactants are: C(O[C:4]([C:6]1[C:7]2[S:15][CH:14]=[C:13]([CH2:16][O:17][C:18]3[CH:23]=[CH:22][CH:21]=[C:20]([O:24][C:25]4[CH:30]=[CH:29][CH:28]=[CH:27][CH:26]=4)[CH:19]=3)[C:8]=2[C:9]([NH2:12])=[N:10][CH:11]=1)=[O:5])C.[CH2:31]([CH2:33][NH2:34])[OH:32]. (7) The reactants are: [NH2:1][CH2:2][CH:3]1[CH2:6][N:5]([C:7]([O:9][C:10]([CH3:13])([CH3:12])[CH3:11])=[O:8])[CH2:4]1.Cl[C:15]([O:17][C:18]1[CH:23]=[CH:22][C:21]([N+:24]([O-:26])=[O:25])=[CH:20][CH:19]=1)=[O:16].N1C=CC=CC=1. Given the product [N+:24]([C:21]1[CH:22]=[CH:23][C:18]([O:17][C:15]([NH:1][CH2:2][CH:3]2[CH2:6][N:5]([C:7]([O:9][C:10]([CH3:13])([CH3:12])[CH3:11])=[O:8])[CH2:4]2)=[O:16])=[CH:19][CH:20]=1)([O-:26])=[O:25], predict the reactants needed to synthesize it.